Dataset: Forward reaction prediction with 1.9M reactions from USPTO patents (1976-2016). Task: Predict the product of the given reaction. (1) Given the reactants [CH3:1][O:2][C:3]([NH:5][CH2:6][CH2:7][CH2:8][N:9]1[C:13]([C:14]2[CH:19]=[CH:18][CH:17]=[CH:16][N:15]=2)=[CH:12][C:11]([C:20]([O:22]C)=[O:21])=[N:10]1)=[O:4].[OH-].[Na+].C(O)(=O)CC(CC(O)=O)(C(O)=O)O, predict the reaction product. The product is: [CH3:1][O:2][C:3]([NH:5][CH2:6][CH2:7][CH2:8][N:9]1[C:13]([C:14]2[CH:19]=[CH:18][CH:17]=[CH:16][N:15]=2)=[CH:12][C:11]([C:20]([OH:22])=[O:21])=[N:10]1)=[O:4]. (2) Given the reactants [Cl:1][C:2]1[CH:7]=[CH:6][C:5]([C:8]2[C:9](=[O:14])O[C:11](=[O:13])[CH:12]=2)=[CH:4][CH:3]=1.Cl.Cl.[CH2:17]([NH:24][NH2:25])[C:18]1[CH:23]=[CH:22][CH:21]=[CH:20][CH:19]=1, predict the reaction product. The product is: [CH2:17]([N:24]1[C:11](=[O:13])[CH:12]=[C:8]([C:5]2[CH:4]=[CH:3][C:2]([Cl:1])=[CH:7][CH:6]=2)[C:9]([OH:14])=[N:25]1)[C:18]1[CH:23]=[CH:22][CH:21]=[CH:20][CH:19]=1. (3) Given the reactants [NH2:1][C:2]1[CH:11]=[CH:10][CH:9]=[C:8]2[C:3]=1[CH:4]=[CH:5][CH:6]=[N:7]2.C(N(CC)CC)C.[Br:19][CH2:20][CH2:21][CH2:22][CH2:23][CH2:24][C:25](Cl)=[O:26].O, predict the reaction product. The product is: [Br:19][CH2:20][CH2:21][CH2:22][CH2:23][CH2:24][C:25]([NH:1][C:2]1[CH:11]=[CH:10][CH:9]=[C:8]2[C:3]=1[CH:4]=[CH:5][CH:6]=[N:7]2)=[O:26]. (4) Given the reactants [F:1][C:2]([F:22])([F:21])[O:3][C:4]1[CH:9]=[CH:8][C:7]([N:10]2[CH2:14][CH2:13][C:12]3([CH2:19][CH2:18][NH:17][CH2:16][CH2:15]3)[C:11]2=[O:20])=[CH:6][CH:5]=1.O=C(Cl)[O:25][C:26](Cl)(Cl)Cl.[F:31][C:32]1[CH:33]=[C:34]([NH:38][CH3:39])[CH:35]=[CH:36][CH:37]=1, predict the reaction product. The product is: [F:31][C:32]1[CH:33]=[C:34]([N:38]([CH3:39])[C:26]([N:17]2[CH2:16][CH2:15][C:12]3([C:11](=[O:20])[N:10]([C:7]4[CH:8]=[CH:9][C:4]([O:3][C:2]([F:1])([F:21])[F:22])=[CH:5][CH:6]=4)[CH2:14][CH2:13]3)[CH2:19][CH2:18]2)=[O:25])[CH:35]=[CH:36][CH:37]=1. (5) Given the reactants [Cl:1][C:2]1[C:11]2[C:6](=[CH:7][C:8]([O:14][CH3:15])=[C:9]([O:12][CH3:13])[CH:10]=2)[N:5](CC2C=CC(OC)=CC=2)[C:4](=[O:25])[C:3]=1[C:26]#[N:27].FC(F)(F)C(O)=O.C1(OC)C=CC=CC=1.FC(F)(F)S(O)(=O)=O.C(=O)([O-])[O-].[Na+].[Na+], predict the reaction product. The product is: [Cl:1][C:2]1[C:11]2[C:6](=[CH:7][C:8]([O:14][CH3:15])=[C:9]([O:12][CH3:13])[CH:10]=2)[NH:5][C:4](=[O:25])[C:3]=1[C:26]#[N:27]. (6) Given the reactants [S:1]1[C:5]2[CH:6]=[CH:7][CH:8]=[CH:9][C:4]=2[C:3]([C:10]2[C:15](=O)[N:14]3[CH:17]=[C:18]([C:20]([CH3:23])([CH3:22])[CH3:21])[NH:19][C:13]3=[C:12]([C:24]#[N:25])[C:11]=2[CH3:26])=[CH:2]1.P(Cl)(Cl)([Cl:29])=O, predict the reaction product. The product is: [S:1]1[C:5]2[CH:6]=[CH:7][CH:8]=[CH:9][C:4]=2[C:3]([C:10]2[C:11]([CH3:26])=[C:12]([C:24]#[N:25])[C:13]3[N:14]([CH:17]=[C:18]([C:20]([CH3:23])([CH3:22])[CH3:21])[N:19]=3)[C:15]=2[Cl:29])=[CH:2]1. (7) The product is: [F:1][C:2]1[CH:10]=[C:9]2[C:5]([CH:6]=[N:7][NH:8]2)=[CH:4][C:3]=1[NH:11][C:12]1[C:13]2[C:20]3[CH2:21][CH2:22][CH:23]([C:25]([OH:27])=[O:26])[CH2:24][C:19]=3[S:18][C:14]=2[N:15]=[CH:16][N:17]=1. Given the reactants [F:1][C:2]1[CH:10]=[C:9]2[C:5]([CH:6]=[N:7][NH:8]2)=[CH:4][C:3]=1[NH:11][C:12]1[C:13]2[C:20]3[CH2:21][CH2:22][CH:23]([C:25]([O:27]CC)=[O:26])[CH2:24][C:19]=3[S:18][C:14]=2[N:15]=[CH:16][N:17]=1.[OH-].[Na+].O, predict the reaction product. (8) Given the reactants [NH2:1][C:2]1[CH:7]=[CH:6][C:5]([S:8]([NH:11][C:12]2[CH:13]=[CH:14][C:15]3[CH2:19][O:18][B:17]([OH:20])[C:16]=3[CH:21]=2)(=[O:10])=[O:9])=[CH:4][CH:3]=1.N1C=CC=CC=1.[CH3:28][S:29](Cl)(=[O:31])=[O:30], predict the reaction product. The product is: [OH:20][B:17]1[C:16]2[CH:21]=[C:12]([NH:11][S:8]([C:5]3[CH:6]=[CH:7][C:2]([NH:1][S:29]([CH3:28])(=[O:31])=[O:30])=[CH:3][CH:4]=3)(=[O:9])=[O:10])[CH:13]=[CH:14][C:15]=2[CH2:19][O:18]1.